From a dataset of NCI-60 drug combinations with 297,098 pairs across 59 cell lines. Regression. Given two drug SMILES strings and cell line genomic features, predict the synergy score measuring deviation from expected non-interaction effect. (1) Drug 1: C1=CC(=CC=C1CCC2=CNC3=C2C(=O)NC(=N3)N)C(=O)NC(CCC(=O)O)C(=O)O. Drug 2: CC1OCC2C(O1)C(C(C(O2)OC3C4COC(=O)C4C(C5=CC6=C(C=C35)OCO6)C7=CC(=C(C(=C7)OC)O)OC)O)O. Cell line: MOLT-4. Synergy scores: CSS=94.3, Synergy_ZIP=1.37, Synergy_Bliss=1.28, Synergy_Loewe=0.591, Synergy_HSA=2.65. (2) Drug 2: CC1C(C(CC(O1)OC2CC(CC3=C2C(=C4C(=C3O)C(=O)C5=C(C4=O)C(=CC=C5)OC)O)(C(=O)CO)O)N)O.Cl. Cell line: NCI-H322M. Synergy scores: CSS=44.4, Synergy_ZIP=3.84, Synergy_Bliss=8.35, Synergy_Loewe=-0.650, Synergy_HSA=9.02. Drug 1: CC1=C(C=C(C=C1)NC2=NC=CC(=N2)N(C)C3=CC4=NN(C(=C4C=C3)C)C)S(=O)(=O)N.Cl. (3) Drug 1: C1=NC2=C(N1)C(=S)N=C(N2)N. Drug 2: C1=NC2=C(N=C(N=C2N1C3C(C(C(O3)CO)O)O)F)N. Cell line: U251. Synergy scores: CSS=24.4, Synergy_ZIP=-2.55, Synergy_Bliss=-0.393, Synergy_Loewe=-14.2, Synergy_HSA=-0.752. (4) Drug 1: CC12CCC(CC1=CCC3C2CCC4(C3CC=C4C5=CN=CC=C5)C)O. Drug 2: CC1=CC=C(C=C1)C2=CC(=NN2C3=CC=C(C=C3)S(=O)(=O)N)C(F)(F)F. Synergy scores: CSS=1.46, Synergy_ZIP=-1.81, Synergy_Bliss=-3.49, Synergy_Loewe=-17.0, Synergy_HSA=-2.06. Cell line: CAKI-1. (5) Drug 2: COCCOC1=C(C=C2C(=C1)C(=NC=N2)NC3=CC=CC(=C3)C#C)OCCOC.Cl. Drug 1: C1=NC2=C(N1)C(=S)N=CN2. Cell line: NCIH23. Synergy scores: CSS=20.6, Synergy_ZIP=-3.06, Synergy_Bliss=7.24, Synergy_Loewe=4.87, Synergy_HSA=4.92. (6) Drug 1: C1=CC(=CC=C1CC(C(=O)O)N)N(CCCl)CCCl.Cl. Drug 2: CCC1(C2=C(COC1=O)C(=O)N3CC4=CC5=C(C=CC(=C5CN(C)C)O)N=C4C3=C2)O.Cl. Cell line: NCI/ADR-RES. Synergy scores: CSS=1.04, Synergy_ZIP=-2.42, Synergy_Bliss=-2.21, Synergy_Loewe=-6.81, Synergy_HSA=-3.71. (7) Cell line: RPMI-8226. Drug 2: CCCCCOC(=O)NC1=NC(=O)N(C=C1F)C2C(C(C(O2)C)O)O. Synergy scores: CSS=13.1, Synergy_ZIP=-2.93, Synergy_Bliss=-1.80, Synergy_Loewe=-0.0696, Synergy_HSA=-2.39. Drug 1: CC1=C(C=C(C=C1)C(=O)NC2=CC(=CC(=C2)C(F)(F)F)N3C=C(N=C3)C)NC4=NC=CC(=N4)C5=CN=CC=C5. (8) Drug 1: C1CCC(C1)C(CC#N)N2C=C(C=N2)C3=C4C=CNC4=NC=N3. Drug 2: CC1=C(C(CCC1)(C)C)C=CC(=CC=CC(=CC(=O)O)C)C. Cell line: CAKI-1. Synergy scores: CSS=24.8, Synergy_ZIP=-9.01, Synergy_Bliss=-2.57, Synergy_Loewe=2.56, Synergy_HSA=2.91. (9) Drug 1: C1C(C(OC1N2C=NC3=C(N=C(N=C32)Cl)N)CO)O. Drug 2: CN(CCCl)CCCl.Cl. Cell line: HCT116. Synergy scores: CSS=58.6, Synergy_ZIP=-0.111, Synergy_Bliss=-1.10, Synergy_Loewe=-13.4, Synergy_HSA=2.04. (10) Drug 1: C1CCC(CC1)NC(=O)N(CCCl)N=O. Drug 2: C1=CC(=CC=C1C#N)C(C2=CC=C(C=C2)C#N)N3C=NC=N3. Cell line: NCI-H522. Synergy scores: CSS=14.0, Synergy_ZIP=-6.81, Synergy_Bliss=-2.55, Synergy_Loewe=-0.850, Synergy_HSA=-0.374.